This data is from Reaction yield outcomes from USPTO patents with 853,638 reactions. The task is: Predict the reaction yield, written as a fraction of the theoretical maximum amount of product (1.0 means a 100% yield; for example, 0.34 means a 34% yield). The reactants are [CH3:1][O:2][C:3]1[CH:4]=[C:5]([CH2:9][CH2:10][C:11]([O:13][CH2:14][CH3:15])=[O:12])[CH:6]=[CH:7][CH:8]=1.[I:16]I.C([P+](C1C=CC=CC=1)(C1C=CC=CC=1)C1C=CC=CC=1)CCC. The catalyst is C(#N)C. The product is [I:16][C:6]1[CH:7]=[CH:8][C:3]([O:2][CH3:1])=[CH:4][C:5]=1[CH2:9][CH2:10][C:11]([O:13][CH2:14][CH3:15])=[O:12]. The yield is 0.760.